Dataset: Catalyst prediction with 721,799 reactions and 888 catalyst types from USPTO. Task: Predict which catalyst facilitates the given reaction. Product: [F:1][C:2]1[CH:3]=[C:4](/[CH:8]=[CH:9]/[CH2:10][NH:12][CH:13]2[CH2:18][CH2:17][N:16]([CH2:19][CH:20]3[N:30]4[C:31]5[N:22]([C:23](=[O:33])[CH:24]=[CH:25][C:26]=5[N:27]=[CH:28][C:29]4=[O:32])[CH2:21]3)[CH2:15][CH2:14]2)[CH:5]=[N:6][CH:7]=1. Reactant: [F:1][C:2]1[CH:3]=[C:4](/[CH:8]=[CH:9]/[CH:10]=O)[CH:5]=[N:6][CH:7]=1.[NH2:12][CH:13]1[CH2:18][CH2:17][N:16]([CH2:19][CH:20]2[N:30]3[C:31]4[N:22]([C:23](=[O:33])[CH:24]=[CH:25][C:26]=4[N:27]=[CH:28][C:29]3=[O:32])[CH2:21]2)[CH2:15][CH2:14]1.S([O-])([O-])(=O)=O.[Mg+2].C(O[BH-](OC(=O)C)OC(=O)C)(=O)C.[Na+].C([O-])(O)=O.[Na+]. The catalyst class is: 61.